From a dataset of NCI-60 drug combinations with 297,098 pairs across 59 cell lines. Regression. Given two drug SMILES strings and cell line genomic features, predict the synergy score measuring deviation from expected non-interaction effect. (1) Drug 1: CN(C)C1=NC(=NC(=N1)N(C)C)N(C)C. Drug 2: CC1CCC2CC(C(=CC=CC=CC(CC(C(=O)C(C(C(=CC(C(=O)CC(OC(=O)C3CCCCN3C(=O)C(=O)C1(O2)O)C(C)CC4CCC(C(C4)OC)OCCO)C)C)O)OC)C)C)C)OC. Cell line: K-562. Synergy scores: CSS=15.5, Synergy_ZIP=-2.40, Synergy_Bliss=-3.41, Synergy_Loewe=-26.6, Synergy_HSA=-6.73. (2) Cell line: SK-MEL-28. Drug 2: CC=C1C(=O)NC(C(=O)OC2CC(=O)NC(C(=O)NC(CSSCCC=C2)C(=O)N1)C(C)C)C(C)C. Synergy scores: CSS=56.0, Synergy_ZIP=-2.32, Synergy_Bliss=-3.67, Synergy_Loewe=-3.13, Synergy_HSA=-0.205. Drug 1: CCC1=CC2CC(C3=C(CN(C2)C1)C4=CC=CC=C4N3)(C5=C(C=C6C(=C5)C78CCN9C7C(C=CC9)(C(C(C8N6C)(C(=O)OC)O)OC(=O)C)CC)OC)C(=O)OC.C(C(C(=O)O)O)(C(=O)O)O. (3) Drug 1: C1=CC(=C2C(=C1NCCNCCO)C(=O)C3=C(C=CC(=C3C2=O)O)O)NCCNCCO. Drug 2: C1=NC2=C(N=C(N=C2N1C3C(C(C(O3)CO)O)O)F)N. Cell line: U251. Synergy scores: CSS=37.3, Synergy_ZIP=-2.15, Synergy_Bliss=-4.45, Synergy_Loewe=-38.5, Synergy_HSA=-4.37. (4) Drug 1: CC1CCC2CC(C(=CC=CC=CC(CC(C(=O)C(C(C(=CC(C(=O)CC(OC(=O)C3CCCCN3C(=O)C(=O)C1(O2)O)C(C)CC4CCC(C(C4)OC)OCCO)C)C)O)OC)C)C)C)OC. Drug 2: CN(CCCl)CCCl.Cl. Cell line: 786-0. Synergy scores: CSS=17.9, Synergy_ZIP=-7.06, Synergy_Bliss=-1.30, Synergy_Loewe=-0.670, Synergy_HSA=-0.129. (5) Drug 1: CN1C(=O)N2C=NC(=C2N=N1)C(=O)N. Drug 2: CC(C)NC(=O)C1=CC=C(C=C1)CNNC.Cl. Cell line: HL-60(TB). Synergy scores: CSS=16.4, Synergy_ZIP=-3.26, Synergy_Bliss=-1.92, Synergy_Loewe=-10.6, Synergy_HSA=-2.93.